From a dataset of Forward reaction prediction with 1.9M reactions from USPTO patents (1976-2016). Predict the product of the given reaction. (1) Given the reactants [CH3:1][C:2]1[CH:3]=[C:4]([CH:7]=[CH:8][C:9]=1[N+:10]([O-:12])=[O:11])[CH2:5][OH:6], predict the reaction product. The product is: [CH3:1][C:2]1[CH:3]=[C:4]([CH:7]=[CH:8][C:9]=1[N+:10]([O-:12])=[O:11])[CH:5]=[O:6]. (2) Given the reactants C([O:8][C:9]1[N:14]=[N:13][C:12]([NH:15][C:16]([N:18]2[CH2:23][CH2:22][N:21]([C:24](=[O:40])[C:25]3[CH:30]=[CH:29][CH:28]=[C:27]([O:31][CH2:32][CH2:33][CH:34]4[CH2:39][CH2:38][CH2:37][CH2:36][CH2:35]4)[CH:26]=3)[CH2:20][CH2:19]2)=[O:17])=[CH:11][CH:10]=1)C1C=CC=CC=1.CO, predict the reaction product. The product is: [CH:34]1([CH2:33][CH2:32][O:31][C:27]2[CH:26]=[C:25]([CH:30]=[CH:29][CH:28]=2)[C:24]([N:21]2[CH2:22][CH2:23][N:18]([C:16]([NH:15][C:12]3[N:13]=[N:14][C:9]([OH:8])=[CH:10][CH:11]=3)=[O:17])[CH2:19][CH2:20]2)=[O:40])[CH2:39][CH2:38][CH2:37][CH2:36][CH2:35]1. (3) Given the reactants [CH3:1][PH:2](=[O:6])[O:3][CH2:4][CH3:5].[Cl:7][C:8]1[CH:13]=[C:12]([N+:14]([O-:16])=[O:15])[CH:11]=[CH:10][C:9]=1I.CCN(C(C)C)C(C)C, predict the reaction product. The product is: [Cl:7][C:8]1[CH:13]=[C:12]([N+:14]([O-:16])=[O:15])[CH:11]=[CH:10][C:9]=1[P:2]([CH3:1])(=[O:6])[O:3][CH2:4][CH3:5].